This data is from Catalyst prediction with 721,799 reactions and 888 catalyst types from USPTO. The task is: Predict which catalyst facilitates the given reaction. Reactant: [O:1]=[C:2]1[NH:7][C:6]2[N:8]=[CH:9][CH:10]=[C:11]([O:12][C:13]3[CH:14]=[CH:15][C:16]4[O:20][C@@H:19]5[C@@H:21]([C:22]([O:24]CC)=[O:23])[C@@H:18]5[C:17]=4[CH:27]=3)[C:5]=2[CH2:4][NH:3]1.[OH-].[Na+].Cl. Product: [O:1]=[C:2]1[NH:7][C:6]2[N:8]=[CH:9][CH:10]=[C:11]([O:12][C:13]3[CH:14]=[CH:15][C:16]4[O:20][C@@H:19]5[C@@H:21]([C:22]([OH:24])=[O:23])[C@@H:18]5[C:17]=4[CH:27]=3)[C:5]=2[CH2:4][NH:3]1. The catalyst class is: 40.